Dataset: Cav3 T-type calcium channel HTS with 100,875 compounds. Task: Binary Classification. Given a drug SMILES string, predict its activity (active/inactive) in a high-throughput screening assay against a specified biological target. (1) The molecule is o1nc(c2CCc3c(c12)ccc(OC)c3)C(=O)Nc1nn(Cc2ccc(cc2)C)cc1. The result is 0 (inactive). (2) The drug is o1nc(NC(=O)c2c(occ2)C)cc1C(C)(C)C. The result is 0 (inactive). (3) The compound is Fc1ccc(C(N2CCN(CC2)C\C=C\c2ccccc2)c2ccc(F)cc2)cc1. The result is 1 (active). (4) The drug is S=C(NCCN1CCOCC1)N\N=C\c1ccccc1. The result is 0 (inactive). (5) The molecule is O(CCn1c(nc2c1cccc2)C(O)C)CC. The result is 0 (inactive). (6) The drug is Clc1c(N2CCN(CC2)Cc2oc(nn2)c2ccc(F)cc2)ncc(c1)C(F)(F)F. The result is 1 (active). (7) The molecule is o1c2c3c(n(C(C)C)c(=O)c2c(O)cc1=O)cccc3. The result is 0 (inactive).